This data is from Catalyst prediction with 721,799 reactions and 888 catalyst types from USPTO. The task is: Predict which catalyst facilitates the given reaction. Reactant: [C:1]([NH:4][C:5]1[CH:10]=[C:9]([C:11]2[CH:16]=[CH:15][C:14]([Si](C)(C)C)=[C:13]([F:21])[CH:12]=2)[N:8]=[C:7]([C:22]([O:24][CH3:25])=[O:23])[C:6]=1[Cl:26])(=[O:3])[CH3:2].[Br:27]Br.[O-]S([O-])=O.[Na+].[Na+]. Product: [C:1]([NH:4][C:5]1[CH:10]=[C:9]([C:11]2[CH:16]=[CH:15][C:14]([Br:27])=[C:13]([F:21])[CH:12]=2)[N:8]=[C:7]([C:22]([O:24][CH3:25])=[O:23])[C:6]=1[Cl:26])(=[O:3])[CH3:2]. The catalyst class is: 4.